Dataset: Forward reaction prediction with 1.9M reactions from USPTO patents (1976-2016). Task: Predict the product of the given reaction. (1) Given the reactants C[C:2]1[CH:9]=[CH:8][C:5](C=S)=CC=1.[CH:10]([OH:14])([OH:13])[CH2:11][CH3:12].C1(C)[C:16]([S:21](O)(=O)=O)=CC=CC=1.[C:26]1([CH3:32])C=CC=C[CH:27]=1, predict the reaction product. The product is: [CH3:16][S:21][C:9]1[CH:8]=[CH:5][C:11]([CH:10]2[O:14][CH2:32][CH2:26][CH2:27][O:13]2)=[CH:12][CH:2]=1. (2) Given the reactants [NH2:1][C:2]1[C:3](=[O:13])[C:4]2[C:9]([C:10](=[O:12])[CH:11]=1)=[CH:8][CH:7]=[CH:6][CH:5]=2.[H-].[Na+].[C:16](Cl)(=[O:20])[CH:17]([CH3:19])[CH3:18], predict the reaction product. The product is: [O:13]=[C:3]1[C:4]2[C:9](=[CH:8][CH:7]=[CH:6][CH:5]=2)[C:10](=[O:12])[CH:11]=[C:2]1[NH:1][C:16](=[O:20])[C:17]1[CH:19]=[CH:5][C:4]([CH3:9])=[CH:3][CH:18]=1.